From a dataset of Reaction yield outcomes from USPTO patents with 853,638 reactions. Predict the reaction yield, written as a fraction of the theoretical maximum amount of product (1.0 means a 100% yield; for example, 0.34 means a 34% yield). (1) The reactants are [NH2:1][C:2]1[C:11]2[C:6](=[C:7](Br)[CH:8]=[CH:9][CH:10]=2)[N:5]=[N:4][C:3]=1[C:13]([NH:15][CH2:16][CH2:17][CH3:18])=[O:14].[F:19][C:20]1[CH:21]=[CH:22][C:23]([CH3:29])=[C:24](B(O)O)[CH:25]=1. No catalyst specified. The product is [NH2:1][C:2]1[C:11]2[C:6](=[C:7]([C:22]3[CH:21]=[C:20]([F:19])[CH:25]=[CH:24][C:23]=3[CH3:29])[CH:8]=[CH:9][CH:10]=2)[N:5]=[N:4][C:3]=1[C:13]([NH:15][CH2:16][CH2:17][CH3:18])=[O:14]. The yield is 0.860. (2) The reactants are Br[C:2]1[CH:3]=[C:4]([CH:28]=[CH:29][CH:30]=1)[C:5]([NH:7][C@@H:8]([CH2:21][CH:22]1[CH2:27][CH2:26][CH2:25][CH2:24][CH2:23]1)[CH2:9][N:10]([CH3:20])[C:11](=[O:19])[O:12][CH2:13][CH2:14][Si:15]([CH3:18])([CH3:17])[CH3:16])=[O:6].[Cl:31][C:32]1[CH:33]=[C:34]([NH:38][CH2:39][CH2:40][CH2:41][NH:42][C:43](=[O:49])[O:44][C:45]([CH3:48])([CH3:47])[CH3:46])[CH:35]=[CH:36][CH:37]=1.CC1(C)C2C(=C(P(C3C=CC=CC=3)C3C=CC=CC=3)C=CC=2)OC2C(P(C3C=CC=CC=3)C3C=CC=CC=3)=CC=CC1=2.C([O-])([O-])=O.[Cs+].[Cs+]. The catalyst is [Cl-].[Na+].O.CC([O-])=O.CC([O-])=O.[Pd+2].C1(C)C=CC=CC=1. The product is [C:45]([O:44][C:43]([NH:42][CH2:41][CH2:40][CH2:39][N:38]([C:34]1[CH:35]=[CH:36][CH:37]=[C:32]([Cl:31])[CH:33]=1)[C:2]1[CH:3]=[C:4]([CH:28]=[CH:29][CH:30]=1)[C:5]([NH:7][C@@H:8]([CH2:21][CH:22]1[CH2:27][CH2:26][CH2:25][CH2:24][CH2:23]1)[CH2:9][N:10]([CH3:20])[C:11](=[O:19])[O:12][CH2:13][CH2:14][Si:15]([CH3:18])([CH3:17])[CH3:16])=[O:6])=[O:49])([CH3:48])([CH3:46])[CH3:47]. The yield is 0.540.